This data is from Reaction yield outcomes from USPTO patents with 853,638 reactions. The task is: Predict the reaction yield, written as a fraction of the theoretical maximum amount of product (1.0 means a 100% yield; for example, 0.34 means a 34% yield). (1) The reactants are C(=O)([O-])[O-].[K+].[K+].[CH3:7][O:8][C:9](=[O:30])[CH2:10][C:11]1[CH:20]=[C:19](OS(C(F)(F)F)(=O)=O)[C:18]2[C:13](=[CH:14][CH:15]=[C:16]([F:29])[CH:17]=2)[CH:12]=1.[C:31]([O:35][C:36]([N:38]1[CH2:43][CH:42]=[C:41](B2OC(C)(C)C(C)(C)O2)[CH2:40][CH2:39]1)=[O:37])([CH3:34])([CH3:33])[CH3:32].ClCCl. The catalyst is CN(C=O)C.CO.C1C=CC(P(C2C=CC=CC=2)[C-]2C=CC=C2)=CC=1.C1C=CC(P(C2C=CC=CC=2)[C-]2C=CC=C2)=CC=1.Cl[Pd]Cl.[Fe+2].C(OCC)(=O)C. The product is [C:31]([O:35][C:36]([N:38]1[CH2:39][CH:40]=[C:41]([C:19]2[C:18]3[C:13](=[CH:14][CH:15]=[C:16]([F:29])[CH:17]=3)[CH:12]=[C:11]([CH2:10][C:9]([O:8][CH3:7])=[O:30])[CH:20]=2)[CH2:42][CH2:43]1)=[O:37])([CH3:34])([CH3:32])[CH3:33]. The yield is 0.540. (2) The reactants are [C:1]([O:5][C:6]([N:8]1[CH2:11][CH:10]([O:12][C:13]2[CH:18]=[C:17]([Cl:19])[CH:16]=[CH:15][C:14]=2OS(C(F)(F)F)(=O)=O)[CH2:9]1)=[O:7])([CH3:4])([CH3:3])[CH3:2].[CH3:28][C:29]1[CH:30]=[C:31](B(O)O)[CH:32]=[CH:33][CH:34]=1.[O-]P([O-])([O-])=O.[K+].[K+].[K+].C(Cl)Cl. The catalyst is CCOC(C)=O.C1C=CC(P(C2C=CC=CC=2)[C-]2C=CC=C2)=CC=1.C1C=CC(P(C2C=CC=CC=2)[C-]2C=CC=C2)=CC=1.Cl[Pd]Cl.[Fe+2].C1C=CC(P(C2C=CC=CC=2)[C-]2C=CC=C2)=CC=1.C1C=CC(P(C2C=CC=CC=2)[C-]2C=CC=C2)=CC=1.[Fe+2].O1CCOCC1. The product is [C:1]([O:5][C:6]([N:8]1[CH2:11][CH:10]([O:12][C:13]2[CH:18]=[C:17]([Cl:19])[CH:16]=[CH:15][C:14]=2[C:33]2[CH:32]=[CH:31][CH:30]=[C:29]([CH3:28])[CH:34]=2)[CH2:9]1)=[O:7])([CH3:4])([CH3:3])[CH3:2]. The yield is 0.720. (3) The reactants are [Br:1][C:2]1[C:10]2[C:5](=[CH:6][CH:7]=[C:8]([C:11]([O:13][CH3:14])=[O:12])[CH:9]=2)[NH:4][N:3]=1.[H-].[Na+].Br[CH2:18][C:19]1[CH:24]=[CH:23][C:22]([C:25]2[C:26]([C:31]([O:33][C:34]([CH3:37])([CH3:36])[CH3:35])=[O:32])=[CH:27][CH:28]=[CH:29][CH:30]=2)=[CH:21][CH:20]=1. The catalyst is CN(C=O)C. The product is [Br:1][C:2]1[C:10]2[C:5](=[CH:6][CH:7]=[C:8]([C:11]([O:13][CH3:14])=[O:12])[CH:9]=2)[N:4]([CH2:18][C:19]2[CH:24]=[CH:23][C:22]([C:25]3[CH:30]=[CH:29][CH:28]=[CH:27][C:26]=3[C:31]([O:33][C:34]([CH3:37])([CH3:36])[CH3:35])=[O:32])=[CH:21][CH:20]=2)[N:3]=1. The yield is 0.580.